Dataset: Catalyst prediction with 721,799 reactions and 888 catalyst types from USPTO. Task: Predict which catalyst facilitates the given reaction. (1) Reactant: C(OC([N:8]1[CH2:13][CH2:12][N:11]([CH2:14][C:15]2[C:23]3[O:22]/[C:21](=[CH:24]\[C:25]4[C:33]5[C:28](=[CH:29][C:30]([C:34]([O:36][CH3:37])=[O:35])=[CH:31][CH:32]=5)[NH:27][CH:26]=4)/[C:20](=[O:38])[C:19]=3[CH:18]=[CH:17][C:16]=2[OH:39])[CH2:10][CH2:9]1)=O)(C)(C)C.Cl. Product: [OH:39][C:16]1[CH:17]=[CH:18][C:19]2[C:20](=[O:38])/[C:21](=[CH:24]/[C:25]3[C:33]4[C:28](=[CH:29][C:30]([C:34]([O:36][CH3:37])=[O:35])=[CH:31][CH:32]=4)[NH:27][CH:26]=3)/[O:22][C:23]=2[C:15]=1[CH2:14][N:11]1[CH2:12][CH2:13][NH:8][CH2:9][CH2:10]1. The catalyst class is: 135. (2) Reactant: [NH2:1][CH2:2][CH2:3][CH2:4][NH:5][CH:6]1[CH2:11][CH2:10][N:9]([CH2:12][CH2:13][C@@H:14]([C:26]2[CH:31]=[CH:30][C:29]([Cl:32])=[C:28]([Cl:33])[CH:27]=2)[CH2:15][N:16]([CH3:25])[C:17](=[O:24])[C:18]2[CH:23]=[CH:22][CH:21]=[CH:20][CH:19]=2)[CH2:8][CH2:7]1.[C:34](N1C=CN=C1)(N1C=CN=C1)=[O:35]. Product: [ClH:32].[ClH:32].[Cl:33][C:28]1[CH:27]=[C:26]([C@H:14]([CH2:13][CH2:12][N:9]2[CH2:10][CH2:11][CH:6]([N:5]3[CH2:4][CH2:3][CH2:2][NH:1][C:34]3=[O:35])[CH2:7][CH2:8]2)[CH2:15][N:16]([CH3:25])[C:17](=[O:24])[C:18]2[CH:19]=[CH:20][CH:21]=[CH:22][CH:23]=2)[CH:31]=[CH:30][C:29]=1[Cl:32]. The catalyst class is: 452. (3) Reactant: [Br:1][CH2:2][C:3]([C:5]1[C:6](=[O:16])[O:7][C:8]2[C:13]([CH:14]=1)=[CH:12][CH:11]=[C:10]([F:15])[CH:9]=2)=O.[NH2:17][C:18]1[N:23]=[CH:22][CH:21]=[CH:20][N:19]=1. Product: [BrH:1].[F:15][C:10]1[CH:9]=[C:8]2[C:13]([CH:14]=[C:5]([C:3]3[N:17]=[C:18]4[N:23]=[CH:22][CH:21]=[CH:20][N:19]4[CH:2]=3)[C:6](=[O:16])[O:7]2)=[CH:12][CH:11]=1. The catalyst class is: 88.